Dataset: Forward reaction prediction with 1.9M reactions from USPTO patents (1976-2016). Task: Predict the product of the given reaction. (1) Given the reactants N([O-])=O.[Na+].[C:5]([OH:14])(=[O:13])[C:6]1[C:7](=[CH:9][CH:10]=[CH:11][CH:12]=1)[NH2:8].[N-:15]=[N+:16]=[N-].[Na+].O.O.O.C([O-])(=O)C.[Na+], predict the reaction product. The product is: [N:8]([C:7]1[CH:9]=[CH:10][CH:11]=[CH:12][C:6]=1[C:5]([OH:14])=[O:13])=[N+:15]=[N-:16]. (2) Given the reactants [C:1]([CH2:3][C:4]([N:6]1[CH2:11][CH2:10][CH2:9][CH:8]([N:12]2[C:16]3[CH:17]=[CH:18][CH:19]=[CH:20][C:15]=3[N:14]=[C:13]2[NH:21][C:22]([C:24]2[S:25][C:26]([C:29]3[CH:30]=[N:31][NH:32][CH:33]=3)=[CH:27][CH:28]=2)=[O:23])[CH2:7]1)=[O:5])#[N:2].C(O)(=O)C.N1CCCCC1.[CH:44](=O)[CH:45]([CH3:47])[CH3:46], predict the reaction product. The product is: [C:1]([C:3](=[CH:44][CH:45]([CH3:47])[CH3:46])[C:4]([N:6]1[CH2:11][CH2:10][CH2:9][CH:8]([N:12]2[C:16]3[CH:17]=[CH:18][CH:19]=[CH:20][C:15]=3[N:14]=[C:13]2[NH:21][C:22]([C:24]2[S:25][C:26]([C:29]3[CH:30]=[N:31][NH:32][CH:33]=3)=[CH:27][CH:28]=2)=[O:23])[CH2:7]1)=[O:5])#[N:2]. (3) The product is: [Cl:1][C:2]1[CH:7]=[CH:6][C:5]([S:8]([C:11]2([C:28]3[CH:33]=[C:32]([F:34])[CH:31]=[CH:30][C:29]=3[F:35])[CH2:16][CH2:15][CH:14]([CH2:17][C:18]([C:20]3[CH:21]=[C:22]([CH:25]=[CH:26][CH:27]=3)[C:23]([OH:38])=[O:24])=[O:19])[CH2:13][CH2:12]2)(=[O:10])=[O:9])=[CH:4][CH:3]=1. Given the reactants [Cl:1][C:2]1[CH:7]=[CH:6][C:5]([S:8]([C:11]2([C:28]3[CH:33]=[C:32]([F:34])[CH:31]=[CH:30][C:29]=3[F:35])[CH2:16][CH2:15][CH:14]([CH2:17][C:18]([C:20]3[CH:21]=[C:22]([CH:25]=[CH:26][CH:27]=3)[CH:23]=[O:24])=[O:19])[CH2:13][CH2:12]2)(=[O:10])=[O:9])=[CH:4][CH:3]=1.S(=O)(=O)([OH:38])N.Cl([O-])=O.[Na+], predict the reaction product.